From a dataset of Forward reaction prediction with 1.9M reactions from USPTO patents (1976-2016). Predict the product of the given reaction. (1) The product is: [Cl:19][C:20]1[CH:25]=[CH:24][C:23](/[CH:26]=[CH:27]/[C:28]([N:30]2[CH2:35][CH2:34][CH:33]([C:36]([NH:38][NH:39][C:47](=[O:51])[CH:48]([CH3:50])[CH3:49])=[O:37])[CH2:32][CH2:31]2)=[O:29])=[C:22]([CH2:40][N:41]2[N:45]=[N:44][C:43]([CH3:46])=[N:42]2)[CH:21]=1. Given the reactants C(P1(=O)OP(CCC)(=O)OP(CCC)(=O)O1)CC.[Cl:19][C:20]1[CH:25]=[CH:24][C:23](/[CH:26]=[CH:27]/[C:28]([N:30]2[CH2:35][CH2:34][CH:33]([C:36]([NH:38][NH2:39])=[O:37])[CH2:32][CH2:31]2)=[O:29])=[C:22]([CH2:40][N:41]2[N:45]=[N:44][C:43]([CH3:46])=[N:42]2)[CH:21]=1.[C:47](O)(=[O:51])[CH:48]([CH3:50])[CH3:49].C(N(CC)CC)C, predict the reaction product. (2) Given the reactants [Cl:1][C:2]1[CH:17]=[CH:16][C:5]([O:6][C:7]2[CH:15]=[CH:14][C:10]([C:11]([OH:13])=O)=[CH:9][CH:8]=2)=[C:4]([C:18]2[CH:23]=[CH:22][N:21]=[N:20][CH:19]=2)[CH:3]=1.[CH3:24][N:25]([CH3:30])[S:26]([NH2:29])(=[O:28])=[O:27], predict the reaction product. The product is: [Cl:1][C:2]1[CH:17]=[CH:16][C:5]([O:6][C:7]2[CH:8]=[CH:9][C:10]([C:11]([NH:29][S:26]([N:25]([CH3:30])[CH3:24])(=[O:28])=[O:27])=[O:13])=[CH:14][CH:15]=2)=[C:4]([C:18]2[CH:23]=[CH:22][N:21]=[N:20][CH:19]=2)[CH:3]=1. (3) Given the reactants [N:1]1([C:7](=[S:11])[CH2:8][C:9]#[N:10])[CH2:6][CH2:5][O:4][CH2:3][CH2:2]1.[CH:12](=O)[C:13]1[CH:18]=[CH:17][C:16]([O:19][CH3:20])=[CH:15][CH:14]=1, predict the reaction product. The product is: [CH3:20][O:19][C:16]1[CH:17]=[CH:18][C:13]([CH:12]=[C:8]([C:7]([N:1]2[CH2:6][CH2:5][O:4][CH2:3][CH2:2]2)=[S:11])[C:9]#[N:10])=[CH:14][CH:15]=1.